This data is from Human liver microsome stability data. The task is: Regression/Classification. Given a drug SMILES string, predict its absorption, distribution, metabolism, or excretion properties. Task type varies by dataset: regression for continuous measurements (e.g., permeability, clearance, half-life) or binary classification for categorical outcomes (e.g., BBB penetration, CYP inhibition). Dataset: hlm. (1) The compound is Cc1ccc2nc3c(cc(C(=O)NCc4ccc(-c5ccccc5)cc4)c(=N)n3C3(c4ccc(F)cc4)CC3)c(=O)n2c1. The result is 0 (unstable in human liver microsomes). (2) The molecule is Cn1c(-c2ccc(Cl)cn2)c(C2CCCC2)c2ccc(C(=O)NC3(C(=O)Nc4ccc(C=CC(=O)O)cc4)CCCC3)cc21. The result is 0 (unstable in human liver microsomes). (3) The molecule is CCOc1cc(NC(=O)C2(NC(=O)c3ccc4c(C5CCCC5)c(-c5ncc(Cl)cn5)n(C)c4c3)CCC2)nnc1C=CC(=O)O. The result is 0 (unstable in human liver microsomes). (4) The compound is Oc1nc(C2COc3ccc(F)cc3C2)nc2ccc(-c3cn[nH]c3)cc12. The result is 0 (unstable in human liver microsomes). (5) The molecule is CN1CCN(C(=O)c2cc3cc(Cl)sc3[nH]2)CC1. The result is 0 (unstable in human liver microsomes). (6) The molecule is O=c1c(-c2ccccc2)c2ccccn2c(=O)n1CCCCN1CCCC(c2c[nH]c3ccccc23)C1. The result is 1 (stable in human liver microsomes).